From a dataset of Peptide-MHC class I binding affinity with 185,985 pairs from IEDB/IMGT. Regression. Given a peptide amino acid sequence and an MHC pseudo amino acid sequence, predict their binding affinity value. This is MHC class I binding data. (1) The peptide sequence is HYFQTRHYL. The MHC is H-2-Kd with pseudo-sequence H-2-Kd. The binding affinity (normalized) is 0.865. (2) The peptide sequence is EIEPKLDGY. The MHC is HLA-A01:01 with pseudo-sequence HLA-A01:01. The binding affinity (normalized) is 0.535.